Dataset: Full USPTO retrosynthesis dataset with 1.9M reactions from patents (1976-2016). Task: Predict the reactants needed to synthesize the given product. (1) Given the product [Cl:8][C:6]1[CH:5]=[C:4]([C:9]2([C:23]([F:25])([F:26])[F:24])[CH2:13][CH2:12][N:11]([C:14]3[CH:15]=[CH:16][C:17]([C:18]([OH:19])=[O:45])=[CH:21][CH:22]=3)[CH2:10]2)[CH:3]=[C:2]([Cl:1])[CH:7]=1, predict the reactants needed to synthesize it. The reactants are: [Cl:1][C:2]1[CH:3]=[C:4]([C:9]2([C:23]([F:26])([F:25])[F:24])[CH2:13][CH2:12][N:11]([C:14]3[CH:22]=[CH:21][C:17]([C:18](Cl)=[O:19])=[CH:16][CH:15]=3)[CH2:10]2)[CH:5]=[C:6]([Cl:8])[CH:7]=1.ClC1C=C(C2(C(F)(F)F)CCN(C3C=CC(C(Cl)=[O:45])=C([N+]([O-])=O)C=3)C2)C=C(Cl)C=1.FC(C1C=CC=CC=1C1(C(F)(F)F)CC(C2C=CC=CC=2C(F)(F)F)N(C2C([N+]([O-])=O)=C(C=CC=2)C(Cl)=O)C1)(F)F. (2) Given the product [F:13][C:11]([C:9]1[CH:8]=[CH:7][N:6]2[C:2]([C:19]3[CH:20]=[CH:21][C:16]([F:15])=[C:17]([C:31]4[C:32]([C:37]#[N:38])=[CH:33][CH:34]=[CH:35][CH:36]=4)[CH:18]=3)=[CH:3][N:4]=[C:5]2[N:10]=1)([F:14])[CH3:12], predict the reactants needed to synthesize it. The reactants are: Br[C:2]1[N:6]2[CH:7]=[CH:8][C:9]([C:11]([F:14])([F:13])[CH3:12])=[N:10][C:5]2=[N:4][CH:3]=1.[F:15][C:16]1[CH:21]=[CH:20][C:19](B2OC(C)(C)C(C)(C)O2)=[CH:18][C:17]=1[C:31]1[C:32]([C:37]#[N:38])=[CH:33][CH:34]=[CH:35][CH:36]=1. (3) Given the product [CH:1]1([CH2:4][CH2:5][N:6]2[C:11](=[O:12])[C:10]([C:13]([NH:54][CH2:29][C:41]([OH:43])=[O:42])=[O:14])=[C:9]([OH:18])[C:8]([C:19]3[CH:20]=[CH:21][CH:22]=[CH:23][CH:24]=3)=[N:7]2)[CH2:2][CH2:3]1, predict the reactants needed to synthesize it. The reactants are: [CH:1]1([CH2:4][CH2:5][N:6]2[C:11](=[O:12])[C:10]([C:13](OCC)=[O:14])=[C:9]([OH:18])[C:8]([C:19]3[CH:24]=[CH:23][CH:22]=[CH:21][CH:20]=3)=[N:7]2)[CH2:3][CH2:2]1.[H-].[Na+].OC1C(C2C=CC=CC=2)=NNC(=O)[C:29]=1[C:41]([O:43]CC)=[O:42].BrCCC1CC1.Cl.C[N:54](C)C=O. (4) The reactants are: [CH3:1][C:2]([N:6]1[CH2:11][CH2:10][O:9][CH2:8][CH2:7]1)([CH3:5])[CH2:3][NH2:4].C(N(C(C)C)CC)(C)C.[CH3:21][C:22]([O:25][C:26]([N:28]([C:46]([O:48][C:49]([CH3:52])([CH3:51])[CH3:50])=[O:47])[N:29]([C:37]1[C:42]([F:43])=[C:41](Cl)[N:40]=[C:39]([Cl:45])[N:38]=1)[C:30]([O:32][C:33]([CH3:36])([CH3:35])[CH3:34])=[O:31])=[O:27])([CH3:24])[CH3:23].CCOCC. Given the product [CH3:24][C:22]([O:25][C:26]([N:28]([C:46]([O:48][C:49]([CH3:52])([CH3:51])[CH3:50])=[O:47])[N:29]([C:37]1[C:42]([F:43])=[C:41]([NH:4][CH2:3][C:2]([CH3:1])([N:6]2[CH2:7][CH2:8][O:9][CH2:10][CH2:11]2)[CH3:5])[N:40]=[C:39]([Cl:45])[N:38]=1)[C:30]([O:32][C:33]([CH3:34])([CH3:35])[CH3:36])=[O:31])=[O:27])([CH3:21])[CH3:23], predict the reactants needed to synthesize it. (5) Given the product [NH2:15][C:10]1[CH:9]=[C:8]([O:7][CH2:6][C:5]2[CH:18]=[CH:19][C:2]([Br:1])=[CH:3][CH:4]=2)[CH:13]=[CH:12][C:11]=1[O:21][C:20]1[CH:27]=[CH:26][C:24]([OH:25])=[CH:23][CH:22]=1, predict the reactants needed to synthesize it. The reactants are: [Br:1][C:2]1[CH:19]=[CH:18][C:5]([CH2:6][O:7][C:8]2[CH:13]=[CH:12][C:11](Cl)=[C:10]([N+:15]([O-])=O)[CH:9]=2)=[CH:4][CH:3]=1.[C:20]1([CH:27]=[CH:26][C:24]([OH:25])=[CH:23][CH:22]=1)[OH:21]. (6) Given the product [NH2:16][C:13]1[CH:14]=[CH:15][C:8]2[CH2:7][CH2:6][N:5]([C:3](=[O:4])[C:2]([F:20])([F:1])[F:19])[CH2:11][CH2:10][C:9]=2[CH:12]=1, predict the reactants needed to synthesize it. The reactants are: [F:1][C:2]([F:20])([F:19])[C:3]([N:5]1[CH2:11][CH2:10][C:9]2[CH:12]=[C:13]([N+:16]([O-])=O)[CH:14]=[CH:15][C:8]=2[CH2:7][CH2:6]1)=[O:4].C([O-])=O.[NH4+]. (7) Given the product [CH3:1][CH2:2][C:3]1[C:12]2[CH2:13][N:14]3[C:19](=[O:20])[C:18]4[CH2:21][O:22][C:23]([C@:25]([OH:28])([CH2:26][CH3:27])[C:17]=4[CH:16]=[C:15]3[C:11]=2[N:10]=[C:9]2[C:4]=1[CH:5]=[C:6]([O:29][C:30]([N:32]1[CH2:33][CH2:34][CH:35]([N:38]3[CH2:43][CH2:42][CH2:41][CH2:40][CH2:39]3)[CH2:36][CH2:37]1)=[O:31])[CH:7]=[CH:8]2)=[O:24].[ClH:48], predict the reactants needed to synthesize it. The reactants are: [CH3:1][CH2:2][C:3]1[C:12]2[CH2:13][N:14]3[C:19](=[O:20])[C:18]4[CH2:21][O:22][C:23]([C@:25]([OH:28])([CH2:26][CH3:27])[C:17]=4[CH:16]=[C:15]3[C:11]=2[N:10]=[C:9]2[C:4]=1[CH:5]=[C:6]([O:29][C:30]([N:32]1[CH2:37][CH2:36][CH:35]([N:38]3[CH2:43][CH2:42][CH2:41][CH2:40][CH2:39]3)[CH2:34][CH2:33]1)=[O:31])[CH:7]=[CH:8]2)=[O:24].CC(C)=O.[ClH:48].